From a dataset of NCI-60 drug combinations with 297,098 pairs across 59 cell lines. Regression. Given two drug SMILES strings and cell line genomic features, predict the synergy score measuring deviation from expected non-interaction effect. (1) Cell line: OVCAR3. Drug 1: CNC(=O)C1=CC=CC=C1SC2=CC3=C(C=C2)C(=NN3)C=CC4=CC=CC=N4. Drug 2: CC1=C(C=C(C=C1)NC(=O)C2=CC=C(C=C2)CN3CCN(CC3)C)NC4=NC=CC(=N4)C5=CN=CC=C5. Synergy scores: CSS=-1.23, Synergy_ZIP=3.98, Synergy_Bliss=0.967, Synergy_Loewe=-2.19, Synergy_HSA=-3.22. (2) Drug 1: C1C(C(OC1N2C=C(C(=O)NC2=O)F)CO)O. Drug 2: CC12CCC3C(C1CCC2O)C(CC4=C3C=CC(=C4)O)CCCCCCCCCS(=O)CCCC(C(F)(F)F)(F)F. Cell line: HOP-92. Synergy scores: CSS=21.6, Synergy_ZIP=0.115, Synergy_Bliss=-0.743, Synergy_Loewe=-16.8, Synergy_HSA=1.62. (3) Cell line: SN12C. Drug 1: C1=NC2=C(N=C(N=C2N1C3C(C(C(O3)CO)O)O)F)N. Synergy scores: CSS=42.4, Synergy_ZIP=3.43, Synergy_Bliss=5.91, Synergy_Loewe=-21.3, Synergy_HSA=1.85. Drug 2: CC=C1C(=O)NC(C(=O)OC2CC(=O)NC(C(=O)NC(CSSCCC=C2)C(=O)N1)C(C)C)C(C)C. (4) Drug 1: CC12CCC3C(C1CCC2O)C(CC4=C3C=CC(=C4)O)CCCCCCCCCS(=O)CCCC(C(F)(F)F)(F)F. Drug 2: C#CCC(CC1=CN=C2C(=N1)C(=NC(=N2)N)N)C3=CC=C(C=C3)C(=O)NC(CCC(=O)O)C(=O)O. Cell line: A549. Synergy scores: CSS=-2.56, Synergy_ZIP=0.975, Synergy_Bliss=-0.0947, Synergy_Loewe=-1.74, Synergy_HSA=-3.21. (5) Drug 1: CC1C(C(=O)NC(C(=O)N2CCCC2C(=O)N(CC(=O)N(C(C(=O)O1)C(C)C)C)C)C(C)C)NC(=O)C3=C4C(=C(C=C3)C)OC5=C(C(=O)C(=C(C5=N4)C(=O)NC6C(OC(=O)C(N(C(=O)CN(C(=O)C7CCCN7C(=O)C(NC6=O)C(C)C)C)C)C(C)C)C)N)C. Drug 2: CC1C(C(CC(O1)OC2CC(CC3=C2C(=C4C(=C3O)C(=O)C5=C(C4=O)C(=CC=C5)OC)O)(C(=O)CO)O)N)O.Cl. Cell line: A498. Synergy scores: CSS=42.5, Synergy_ZIP=7.43, Synergy_Bliss=11.3, Synergy_Loewe=9.52, Synergy_HSA=10.4. (6) Drug 1: C1=NC2=C(N1)C(=S)N=C(N2)N. Drug 2: CN(C(=O)NC(C=O)C(C(C(CO)O)O)O)N=O. Cell line: 786-0. Synergy scores: CSS=37.1, Synergy_ZIP=-0.189, Synergy_Bliss=-0.767, Synergy_Loewe=-41.6, Synergy_HSA=-0.272.